The task is: Regression/Classification. Given a drug SMILES string, predict its absorption, distribution, metabolism, or excretion properties. Task type varies by dataset: regression for continuous measurements (e.g., permeability, clearance, half-life) or binary classification for categorical outcomes (e.g., BBB penetration, CYP inhibition). Dataset: hlm.. This data is from Human liver microsome stability data. (1) The compound is COC(=O)N1CCC(n2ncc3c(N4CCOCC4)nc(-c4ccc(NC(=O)Nc5ccc(CCO)cc5)cc4)nc32)CC1. The result is 1 (stable in human liver microsomes). (2) The compound is Cc1noc(-c2ccc3c(c2)c2c(n3CCCOc3cc(F)cc(F)c3)CCCC2)n1. The result is 0 (unstable in human liver microsomes). (3) The molecule is CS(=O)(=O)c1cccc(-c2cc(N3CC(N)C(c4cc(F)c(F)cc4F)C3)ncn2)c1. The result is 0 (unstable in human liver microsomes). (4) The molecule is COCCOc1ccc(C2CN(NS(C)(=O)=O)C(=O)N2CCc2ccc(OC)cc2)cc1. The result is 1 (stable in human liver microsomes). (5) The compound is C[C@@H]1CN(c2ccc(F)cc2C(F)(F)F)CCN1S(=O)(=O)c1ccc(Br)cc1Cl. The result is 0 (unstable in human liver microsomes). (6) The compound is C=C(C)[C@@H]1CC[C@]2(NCCO)CC[C@]3(C)[C@H](CC[C@@H]4[C@@]5(C)CC=C(c6ccc(C(=O)O)cc6)C(C)(C)[C@@H]5CC[C@]43C)[C@@H]12. The result is 0 (unstable in human liver microsomes). (7) The drug is O=C(Nc1sc2c(c1C(=O)N1CC(F)(F)C1)CCOC2)c1c(F)cccc1C(F)(F)F. The result is 1 (stable in human liver microsomes). (8) The molecule is Oc1nc([C@@H]2CNC[C@H]2c2ccccc2)nc2ccc(-c3cn[nH]c3)cc12. The result is 0 (unstable in human liver microsomes).